From a dataset of Catalyst prediction with 721,799 reactions and 888 catalyst types from USPTO. Predict which catalyst facilitates the given reaction. Reactant: [C:1]([O:5][C:6]([N:8]1[CH2:11][CH:10]([C:12]([OH:14])=O)[CH2:9]1)=[O:7])([CH3:4])([CH3:3])[CH3:2].Cl.[CH3:16][NH:17][O:18][CH3:19].CCN(CC)CC.CN(C(ON1N=NC2C=CC=NC1=2)=[N+](C)C)C.F[P-](F)(F)(F)(F)F. Product: [CH3:19][O:18][N:17]([CH3:16])[C:12]([CH:10]1[CH2:9][N:8]([C:6]([O:5][C:1]([CH3:2])([CH3:3])[CH3:4])=[O:7])[CH2:11]1)=[O:14]. The catalyst class is: 6.